From a dataset of NCI-60 drug combinations with 297,098 pairs across 59 cell lines. Regression. Given two drug SMILES strings and cell line genomic features, predict the synergy score measuring deviation from expected non-interaction effect. Drug 1: C1=CN(C(=O)N=C1N)C2C(C(C(O2)CO)O)O.Cl. Drug 2: C(CN)CNCCSP(=O)(O)O. Cell line: K-562. Synergy scores: CSS=43.6, Synergy_ZIP=9.17, Synergy_Bliss=8.83, Synergy_Loewe=-27.3, Synergy_HSA=8.35.